Task: Predict which catalyst facilitates the given reaction.. Dataset: Catalyst prediction with 721,799 reactions and 888 catalyst types from USPTO Reactant: [CH2:1]([O:8][C:9]1[CH:10]=[C:11]([CH:15]=[CH:16][CH:17]=1)[C:12](O)=[O:13])[C:2]1[CH:7]=[CH:6][CH:5]=[CH:4][CH:3]=1.C(Cl)(=O)C([Cl:21])=O.Cl. Product: [CH2:1]([O:8][C:9]1[CH:10]=[C:11]([CH:15]=[CH:16][CH:17]=1)[C:12]([Cl:21])=[O:13])[C:2]1[CH:7]=[CH:6][CH:5]=[CH:4][CH:3]=1. The catalyst class is: 204.